This data is from Forward reaction prediction with 1.9M reactions from USPTO patents (1976-2016). The task is: Predict the product of the given reaction. (1) Given the reactants Br[C:2]1[CH:3]=[C:4]([CH:7]=[CH:8][CH:9]=1)[C:5]#[N:6].[CH3:10][C@H:11]1[CH2:16][NH:15][CH2:14][C@@H:13]([CH3:17])[N:12]1[CH2:18][CH2:19][CH3:20].CC(C)([O-])C.[Na+], predict the reaction product. The product is: [CH3:17][C@H:13]1[N:12]([CH2:18][CH2:19][CH3:20])[C@@H:11]([CH3:10])[CH2:16][N:15]([C:2]2[CH:3]=[C:4]([CH:7]=[CH:8][CH:9]=2)[C:5]#[N:6])[CH2:14]1. (2) Given the reactants [Br:1]N1C(=O)CCC1=O.[CH:9]1([C:12]([N:14]2[C:23]3[C:18](=[C:19]([O:29][C:30]4[CH:35]=[CH:34][CH:33]=[CH:32][CH:31]=4)[C:20]([N:24]4[CH:28]=[CH:27][CH:26]=[N:25]4)=[CH:21][CH:22]=3)[CH2:17][CH2:16][C@@H:15]2[CH3:36])=[O:13])[CH2:11][CH2:10]1, predict the reaction product. The product is: [Br:1][C:27]1[CH:26]=[N:25][N:24]([C:20]2[C:19]([O:29][C:30]3[CH:35]=[CH:34][CH:33]=[CH:32][CH:31]=3)=[C:18]3[C:23](=[CH:22][CH:21]=2)[N:14]([C:12]([CH:9]2[CH2:10][CH2:11]2)=[O:13])[C@@H:15]([CH3:36])[CH2:16][CH2:17]3)[CH:28]=1. (3) Given the reactants [C:1]([C:4]1([C:7]2[CH:38]=[CH:37][CH:36]=[CH:35][C:8]=2[CH2:9][CH2:10][C:11]2[C:16]([CH3:17])=[CH:15][N:14]=[C:13]([NH:18][C:19]3[CH:24]=[CH:23][C:22]([CH:25]([NH:27]C(=O)OC(C)(C)C)[CH3:26])=[CH:21][CH:20]=3)[N:12]=2)[CH2:6][CH2:5]1)(=[O:3])[NH2:2].C(O)(C(F)(F)F)=O, predict the reaction product. The product is: [NH2:27][CH:25]([C:22]1[CH:23]=[CH:24][C:19]([NH:18][C:13]2[N:12]=[C:11]([CH2:10][CH2:9][C:8]3[CH:35]=[CH:36][CH:37]=[CH:38][C:7]=3[C:4]3([C:1]([NH2:2])=[O:3])[CH2:6][CH2:5]3)[C:16]([CH3:17])=[CH:15][N:14]=2)=[CH:20][CH:21]=1)[CH3:26]. (4) Given the reactants [Br:1][C:2]1[CH:10]=[CH:9][CH:8]=[CH:7][C:3]=1[C:4](Cl)=[O:5].Cl.[F:12][C:13]1([F:17])[CH2:16][NH:15][CH2:14]1.C(=O)([O-])[O-].[K+].[K+].O, predict the reaction product. The product is: [Br:1][C:2]1[CH:10]=[CH:9][CH:8]=[CH:7][C:3]=1[C:4]([N:15]1[CH2:16][C:13]([F:17])([F:12])[CH2:14]1)=[O:5]. (5) The product is: [CH2:1]([O:3][C:4]1[CH:12]=[CH:11][C:7]([C:8]2[O:10][N:17]=[C:16]([C:18]3[C:23]([CH3:24])=[CH:22][CH:21]=[CH:20][N:19]=3)[N:15]=2)=[C:6]([OH:13])[CH:5]=1)[CH3:2]. Given the reactants [CH2:1]([O:3][C:4]1[CH:5]=[C:6]([OH:13])[C:7](=[CH:11][CH:12]=1)[C:8]([OH:10])=O)[CH3:2].O[NH:15][C:16]([C:18]1[C:23]([CH3:24])=[CH:22][CH:21]=[CH:20][N:19]=1)=[NH:17], predict the reaction product.